Dataset: Full USPTO retrosynthesis dataset with 1.9M reactions from patents (1976-2016). Task: Predict the reactants needed to synthesize the given product. (1) The reactants are: [C:1]1([C:7]2[CH:8]=[C:9]([C:15]3[N:20]=[C:19](C=O)[CH:18]=[CH:17][CH:16]=3)[CH:10]=[CH:11][C:12]=2[O:13][CH3:14])[CH:6]=[CH:5][CH:4]=[CH:3][CH:2]=1.[S:23]1[CH2:29][C:27](=[O:28])[NH:26][C:24]1=S.[NH:30]1[CH2:35][CH2:34][O:33][CH2:32][CH2:31]1. Given the product [C:1]1([C:7]2[CH:8]=[C:9]([C:15]3[N:20]=[C:19]([CH:29]4[S:23][C:24]([N:30]5[CH2:35][CH2:34][O:33][CH2:32][CH2:31]5)=[N:26][C:27]4=[O:28])[CH:18]=[CH:17][CH:16]=3)[CH:10]=[CH:11][C:12]=2[O:13][CH3:14])[CH:6]=[CH:5][CH:4]=[CH:3][CH:2]=1, predict the reactants needed to synthesize it. (2) Given the product [OH:1][CH:2]1[CH2:6][N:5]([CH:37]2[CH2:38][CH2:39][O:34][CH2:35][CH2:36]2)[CH:4]([CH2:7][N:8]([CH2:24][C:25]([CH3:33])=[CH:26][C:27]2[CH:28]=[CH:29][CH:30]=[CH:31][CH:32]=2)[C:9]([C:11]2[CH:21]=[C:20]([O:22][CH3:23])[C:14]3[O:15][C:16]([CH3:19])([CH3:18])[O:17][C:13]=3[CH:12]=2)=[O:10])[CH2:3]1, predict the reactants needed to synthesize it. The reactants are: [OH:1][CH:2]1[CH2:6][NH:5][CH:4]([CH2:7][N:8]([CH2:24][C:25]([CH3:33])=[CH:26][C:27]2[CH:32]=[CH:31][CH:30]=[CH:29][CH:28]=2)[C:9]([C:11]2[CH:21]=[C:20]([O:22][CH3:23])[C:14]3[O:15][C:16]([CH3:19])([CH3:18])[O:17][C:13]=3[CH:12]=2)=[O:10])[CH2:3]1.[O:34]1[CH2:39][CH2:38][C:37](=O)[CH2:36][CH2:35]1.C(O)(=O)C.C([BH3-])#N.[Na+].Cl. (3) The reactants are: CN1CCOCC1.CCN=C=NCCCN(C)C.[Cl:19][C:20]1[CH:21]=[C:22]([CH:26]=[CH:27][CH:28]=1)[C:23]([OH:25])=O.Cl.[CH3:30][O:31][C:32](=[O:37])[C@H:33]([CH2:35][OH:36])[NH2:34].C1C=CC2N(O)N=NC=2C=1. Given the product [Cl:19][C:20]1[CH:21]=[C:22]([CH:26]=[CH:27][CH:28]=1)[C:23]([NH:34][CH:33]([CH2:35][OH:36])[C:32]([O:31][CH3:30])=[O:37])=[O:25], predict the reactants needed to synthesize it.